From a dataset of Forward reaction prediction with 1.9M reactions from USPTO patents (1976-2016). Predict the product of the given reaction. (1) Given the reactants Cl.[NH2:2][CH2:3][C:4]([C:6]1[CH:11]=[CH:10][C:9]([F:12])=[CH:8][CH:7]=1)=O.[Cl:13][C:14]1[CH:19]=[CH:18][C:17]([N:20]=[C:21]=[S:22])=[CH:16][CH:15]=1.C(=O)([O-])O.[Na+], predict the reaction product. The product is: [Cl:13][C:14]1[CH:19]=[CH:18][C:17]([N:20]2[C:4]([C:6]3[CH:11]=[CH:10][C:9]([F:12])=[CH:8][CH:7]=3)=[CH:3][N:2]=[C:21]2[SH:22])=[CH:16][CH:15]=1. (2) The product is: [Br:9][C:7]1[CH:6]=[CH:5][C:4]2[O:10][C:11](=[O:12])[NH:1][CH2:2][C:3]=2[CH:8]=1. Given the reactants [NH2:1][CH2:2][C:3]1[CH:8]=[C:7]([Br:9])[CH:6]=[CH:5][C:4]=1[OH:10].[C:11](N1C=CN=C1)(N1C=CN=C1)=[O:12], predict the reaction product. (3) Given the reactants [F:1][C:2]1[C:7]([C:8]([F:11])([F:10])[F:9])=[CH:6][CH:5]=[CH:4][C:3]=1[C:12]1[CH2:13][CH2:14][NH:15][CH2:16][CH:17]=1.Cl, predict the reaction product. The product is: [F:1][C:2]1[C:7]([C:8]([F:9])([F:10])[F:11])=[CH:6][CH:5]=[CH:4][C:3]=1[CH:12]1[CH2:17][CH2:16][NH:15][CH2:14][CH2:13]1. (4) Given the reactants [NH:1]1[CH2:6][CH2:5][C:4](=O)[CH2:3][C:2]1=[O:8].[Br:9][C:10]1[CH:11]=[C:12]([CH:15]=[CH:16][C:17]=1[F:18])[CH:13]=O.[NH2:19]/[C:20](/[CH3:24])=[CH:21]\[C:22]#[N:23], predict the reaction product. The product is: [Br:9][C:10]1[CH:11]=[C:12]([CH:13]2[C:3]3[C:2](=[O:8])[NH:1][CH2:6][CH2:5][C:4]=3[NH:19][C:20]([CH3:24])=[C:21]2[C:22]#[N:23])[CH:15]=[CH:16][C:17]=1[F:18].